From a dataset of Forward reaction prediction with 1.9M reactions from USPTO patents (1976-2016). Predict the product of the given reaction. Given the reactants CN1CCOCC1.F[P-](F)(F)(F)(F)F.N1(OC(N(C)C)=[N+](C)C)C2C=CC=CC=2N=N1.[CH3:32][C:33]([CH3:49])([O:35][C:36]([NH:38][C:39]1[CH:47]=[CH:46][CH:45]=[C:44]([CH3:48])[C:40]=1[C:41]([OH:43])=O)=[O:37])[CH3:34].[NH2:50][C:51]1[CH:56]=[CH:55][C:54]([CH3:57])=[CH:53][CH:52]=1.C(=O)([O-])O.[Na+], predict the reaction product. The product is: [CH3:57][C:54]1[CH:55]=[CH:56][C:51]([NH:50][C:41](=[O:43])[C:40]2[C:44]([CH3:48])=[CH:45][CH:46]=[CH:47][C:39]=2[NH:38][C:36]([O:35][C:33]([CH3:32])([CH3:34])[CH3:49])=[O:37])=[CH:52][CH:53]=1.